This data is from Full USPTO retrosynthesis dataset with 1.9M reactions from patents (1976-2016). The task is: Predict the reactants needed to synthesize the given product. (1) Given the product [F:1][C:2]1[CH:24]=[C:23]([CH:22]=[CH:21][C:3]=1[O:4][C:5]1[CH:10]=[CH:9][C:8]([CH2:11][CH2:12][C:13]2[CH:18]=[CH:17][CH:16]=[CH:15][N:14]=2)=[CH:7][C:6]=1[O:19][CH3:20])[NH2:25], predict the reactants needed to synthesize it. The reactants are: [F:1][C:2]1[CH:24]=[C:23]([N+:25]([O-])=O)[CH:22]=[CH:21][C:3]=1[O:4][C:5]1[CH:10]=[CH:9][C:8]([C:11]#[C:12][C:13]2[CH:18]=[CH:17][CH:16]=[CH:15][N:14]=2)=[CH:7][C:6]=1[O:19][CH3:20].C1COCC1. (2) The reactants are: [OH-].[Na+].C1COCC1.[F:8][C:9]1[CH:14]=[CH:13][C:12]([C:15]2[CH:20]=[CH:19][C:18]([NH:21][CH2:22][C:23]3[CH:28]=[CH:27][C:26]([C:29]([CH3:31])=[CH2:30])=[CH:25][C:24]=3[C:32]3[CH:33]=[CH:34][C:35]([C:38]([NH:40][CH2:41][CH2:42][C:43]([O:45]CC)=[O:44])=[O:39])=[N:36][CH:37]=3)=[CH:17][CH:16]=2)=[CH:11][CH:10]=1.Cl. Given the product [F:8][C:9]1[CH:14]=[CH:13][C:12]([C:15]2[CH:20]=[CH:19][C:18]([NH:21][CH2:22][C:23]3[CH:28]=[CH:27][C:26]([C:29]([CH3:31])=[CH2:30])=[CH:25][C:24]=3[C:32]3[CH:33]=[CH:34][C:35]([C:38]([NH:40][CH2:41][CH2:42][C:43]([OH:45])=[O:44])=[O:39])=[N:36][CH:37]=3)=[CH:17][CH:16]=2)=[CH:11][CH:10]=1, predict the reactants needed to synthesize it. (3) Given the product [F:26][C:27]1[CH:28]=[C:29]([N:33]2[C:37]([S:38][CH2:2][C:3]([NH:5][C:6]3[N:7]([CH2:11][C:12]4[CH:17]=[CH:16][C:15]([O:18][CH3:19])=[CH:14][CH:13]=4)[N:8]=[CH:9][CH:10]=3)=[O:4])=[N:36][N:35]=[N:34]2)[CH:30]=[CH:31][CH:32]=1, predict the reactants needed to synthesize it. The reactants are: Br[CH2:2][C:3]([NH:5][C:6]1[N:7]([CH2:11][C:12]2[CH:17]=[CH:16][C:15]([O:18][CH3:19])=[CH:14][CH:13]=2)[N:8]=[CH:9][CH:10]=1)=[O:4].N1C=CC=CC=1.[F:26][C:27]1[CH:28]=[C:29]([N:33]2[C:37]([SH:38])=[N:36][N:35]=[N:34]2)[CH:30]=[CH:31][CH:32]=1. (4) The reactants are: Cl[C:2]1[N:6]([CH3:7])[C:5]2[CH:8]=[CH:9][CH:10]=[CH:11][C:4]=2[N:3]=1.C1C=CC(P(C2C(C3C(P(C4C=CC=CC=4)C4C=CC=CC=4)=CC=C4C=3C=CC=C4)=C3C(C=CC=C3)=CC=2)C2C=CC=CC=2)=CC=1.CC(C)([O-])C.[Na+].[C:64]([O:68][C:69]([N:71]1[CH2:76][CH2:75][CH:74]([NH2:77])[CH2:73][CH2:72]1)=[O:70])([CH3:67])([CH3:66])[CH3:65].N#N. Given the product [C:64]([O:68][C:69]([N:71]1[CH2:76][CH2:75][CH:74]([NH:77][C:2]2[N:6]([CH3:7])[C:5]3[CH:8]=[CH:9][CH:10]=[CH:11][C:4]=3[N:3]=2)[CH2:73][CH2:72]1)=[O:70])([CH3:67])([CH3:65])[CH3:66], predict the reactants needed to synthesize it. (5) Given the product [Br:1][C:2]1[CH:7]=[CH:6][C:5]([C:8]([F:14])([F:15])[C:9]([OH:11])=[O:10])=[CH:4][CH:3]=1, predict the reactants needed to synthesize it. The reactants are: [Br:1][C:2]1[CH:7]=[CH:6][C:5]([C:8]([F:15])([F:14])[C:9]([O:11]CC)=[O:10])=[CH:4][CH:3]=1.O1CCCC1.CO.O.[OH-].[Li+]. (6) Given the product [OH:8][C:9]1[CH:14]=[CH:13][C:12]([CH2:15][CH2:16][CH2:17][CH2:18][CH2:19][C:20]([OH:22])=[O:21])=[CH:11][C:10]=1[N:23]1[CH2:27][C:26](=[O:28])[NH:25][S:24]1(=[O:30])=[O:29], predict the reactants needed to synthesize it. The reactants are: C([O:8][C:9]1[CH:14]=[CH:13][C:12]([C:15]#[C:16][CH2:17][CH2:18][CH2:19][C:20]([OH:22])=[O:21])=[CH:11][C:10]=1[N:23]1[CH2:27][C:26](=[O:28])[NH:25][S:24]1(=[O:30])=[O:29])C1C=CC=CC=1. (7) Given the product [ClH:1].[ClH:1].[CH3:32][N:33]1[CH2:38][CH2:37][N:36]([CH2:39][CH:40]([C:54]2([OH:60])[CH2:55][CH2:56][CH2:57][CH2:58][CH2:59]2)[C:41]2[CH:42]=[CH:43][C:44]([O:47][C:48]3[CH:49]=[CH:50][CH:51]=[CH:52][CH:53]=3)=[CH:45][CH:46]=2)[CH2:35][CH2:34]1, predict the reactants needed to synthesize it. The reactants are: [ClH:1].Cl.CN1CCN(C2CCCCC2(C(C2C=CC(OC3C=CC=CC=3)=CC=2)C)O)CC1.[CH3:32][N:33]1[CH2:38][CH2:37][N:36]([C:39](=O)[CH:40]([C:54]2([OH:60])[CH2:59][CH2:58][CH2:57][CH2:56][CH2:55]2)[C:41]2[CH:46]=[CH:45][C:44]([O:47][C:48]3[CH:53]=[CH:52][CH:51]=[CH:50][CH:49]=3)=[CH:43][CH:42]=2)[CH2:35][CH2:34]1.